This data is from Full USPTO retrosynthesis dataset with 1.9M reactions from patents (1976-2016). The task is: Predict the reactants needed to synthesize the given product. (1) Given the product [S:23]1[CH:27]=[CH:26][C:25]([C:28]2[N:33]=[C:32]([CH2:34][NH:1][CH2:2][CH:3]3[CH2:4][CH2:5][N:6]([C:9]4[N:14]=[C:13](/[CH:15]=[C:16]5/[C:17](=[O:22])[NH:18][C:19](=[O:21])[NH:20]/5)[CH:12]=[CH:11][N:10]=4)[CH2:7][CH2:8]3)[CH:31]=[CH:30][CH:29]=2)=[CH:24]1, predict the reactants needed to synthesize it. The reactants are: [NH2:1][CH2:2][CH:3]1[CH2:8][CH2:7][N:6]([C:9]2[N:14]=[C:13](/[CH:15]=[C:16]3/[C:17](=[O:22])[NH:18][C:19](=[O:21])[NH:20]/3)[CH:12]=[CH:11][N:10]=2)[CH2:5][CH2:4]1.[S:23]1[CH:27]=[CH:26][C:25]([C:28]2[N:33]=[C:32]([CH:34]=O)[CH:31]=[CH:30][CH:29]=2)=[CH:24]1.C(N(C(C)C)CC)(C)C.[Na]. (2) Given the product [CH3:1][N:2]1[C:10]2[C:5](=[CH:6][CH:7]=[CH:8][CH:9]=2)[C:4](/[CH:19]=[CH:20]/[C:21]([O:23][CH3:24])=[O:22])=[C:3]1[C:11]1[CH:16]=[CH:15][CH:14]=[CH:13][CH:12]=1, predict the reactants needed to synthesize it. The reactants are: [CH3:1][N:2]1[C:10]2[C:5](=[CH:6][CH:7]=[CH:8][CH:9]=2)[CH:4]=[C:3]1[C:11]1[CH:16]=[CH:15][CH:14]=[CH:13][CH:12]=1.CO/[CH:19]=[CH:20]/[C:21]([O:23][CH3:24])=[O:22].P(Cl)(Cl)(Cl)=O. (3) Given the product [C:15]([O:14][C:12]([N:19]1[CH2:24][CH2:23][N:22]([C:7]2[C:6]([Cl:10])=[C:5]([Cl:11])[N:4]=[C:3]([NH:2][CH3:1])[N:8]=2)[CH2:21][CH2:20]1)=[O:13])([CH3:18])([CH3:16])[CH3:17], predict the reactants needed to synthesize it. The reactants are: [CH3:1][NH:2][C:3]1[N:8]=[C:7](Cl)[C:6]([Cl:10])=[C:5]([Cl:11])[N:4]=1.[C:12]([N:19]1[CH2:24][CH2:23][NH:22][CH2:21][CH2:20]1)([O:14][C:15]([CH3:18])([CH3:17])[CH3:16])=[O:13].C(=O)([O-])[O-].[K+].[K+]. (4) Given the product [Br:2][C:3]1[CH:4]=[C:5]([C:14]2[N:54]([C:50]3[CH:51]=[N:52][CH:53]=[C:48]([Cl:47])[CH:49]=3)[N:55]=[C:16]([C:17]([OH:19])=[O:18])[CH:15]=2)[CH:6]=[C:7]([O:9][C:10]([F:11])([F:12])[F:13])[CH:8]=1, predict the reactants needed to synthesize it. The reactants are: [Li].[Br:2][C:3]1[CH:4]=[C:5]([C:14]([O-])=[CH:15][C:16](=O)[C:17]([O:19]CC)=[O:18])[CH:6]=[C:7]([O:9][C:10]([F:13])([F:12])[F:11])[CH:8]=1.ClC1C=C(C2N(C3C=CC=CN=3)N=C(C(O)=O)C=2)C=C(F)C=1.Cl.[Cl:47][C:48]1[CH:49]=[C:50]([NH:54][NH2:55])[CH:51]=[N:52][CH:53]=1. (5) Given the product [ClH:1].[Cl:1][C:2]1[CH:3]=[C:4]([CH:7]=[CH:8][C:9]=1[Cl:10])[CH2:5][CH2:11][NH2:12], predict the reactants needed to synthesize it. The reactants are: [Cl:1][C:2]1[CH:3]=[C:4]([CH:7]=[CH:8][C:9]=1[Cl:10])[CH:5]=O.[CH3:11][NH2:12].[BH4-].[Na+]. (6) Given the product [F:1][C:2]1[CH:3]=[C:4]([CH:42]=[CH:43][CH:44]=1)[CH2:5][N:6]1[CH:10]=[C:9]([C:11]2[C:19]3[C:14](=[N:15][CH:16]=[C:17]([C:20]4[CH:25]=[CH:24][C:23]([N:26]5[CH2:27][CH2:28][N:29]([CH2:57][CH2:58][OH:59])[CH2:30][CH2:31]5)=[CH:22][CH:21]=4)[CH:18]=3)[N:13]([S:32]([C:35]3[CH:41]=[CH:40][C:38]([CH3:39])=[CH:37][CH:36]=3)(=[O:33])=[O:34])[CH:12]=2)[CH:8]=[N:7]1, predict the reactants needed to synthesize it. The reactants are: [F:1][C:2]1[CH:3]=[C:4]([CH:42]=[CH:43][CH:44]=1)[CH2:5][N:6]1[CH:10]=[C:9]([C:11]2[C:19]3[C:14](=[N:15][CH:16]=[C:17]([C:20]4[CH:25]=[CH:24][C:23]([N:26]5[CH2:31][CH2:30][NH:29][CH2:28][CH2:27]5)=[CH:22][CH:21]=4)[CH:18]=3)[N:13]([S:32]([C:35]3[CH:41]=[CH:40][C:38]([CH3:39])=[CH:37][CH:36]=3)(=[O:34])=[O:33])[CH:12]=2)[CH:8]=[N:7]1.C(=O)([O-])[O-].[K+].[K+].CN(C=O)C.Br[CH2:57][CH2:58][OH:59]. (7) The reactants are: [OH:1][C:2]1[C:3]([C:15]2[CH:20]=[CH:19][CH:18]=[CH:17][CH:16]=2)=[N:4][C:5]2[C:10]([C:11]=1[C:12](O)=[O:13])=[CH:9][CH:8]=[CH:7][CH:6]=2.ON1C2C=CC=CC=2N=N1.[C:31]1([C@@H:37]([NH2:40])[CH2:38][CH3:39])[CH:36]=[CH:35][CH:34]=[CH:33][CH:32]=1.C1(N=C=NC2CCCCC2)CCCCC1. Given the product [CH2:38]([C@H:37]([NH:40][C:12]([C:11]1[C:10]2[C:5](=[CH:6][CH:7]=[CH:8][CH:9]=2)[N:4]=[C:3]([C:15]2[CH:20]=[CH:19][CH:18]=[CH:17][CH:16]=2)[C:2]=1[OH:1])=[O:13])[C:31]1[CH:36]=[CH:35][CH:34]=[CH:33][CH:32]=1)[CH3:39], predict the reactants needed to synthesize it.